Dataset: Full USPTO retrosynthesis dataset with 1.9M reactions from patents (1976-2016). Task: Predict the reactants needed to synthesize the given product. (1) Given the product [F:1][C:2]1[CH:3]=[CH:4][C:5]([C:8](=[O:29])[CH2:9][CH2:10][CH2:11][N:12]2[CH2:17][CH2:16][CH2:15][CH:14]([CH2:18][O:19][C:35]3[CH:36]=[CH:37][CH:38]=[CH:39][C:34]=3[NH:33][C:30](=[O:32])[CH3:31])[CH2:13]2)=[CH:6][CH:7]=1, predict the reactants needed to synthesize it. The reactants are: [F:1][C:2]1[CH:7]=[CH:6][C:5]([C:8](=[O:29])[CH2:9][CH2:10][CH2:11][N:12]2[CH2:17][CH2:16][CH2:15][CH:14]([CH2:18][O:19]S(C3C=CC=CC=3)(=O)=O)[CH2:13]2)=[CH:4][CH:3]=1.[C:30]([NH:33][C:34]1[CH:39]=[CH:38][CH:37]=[CH:36][C:35]=1O)(=[O:32])[CH3:31].C(=O)([O-])[O-].[K+].[K+]. (2) Given the product [CH3:8][C:6]1[CH:5]=[C:4]([NH:9][S:10]([CH3:13])(=[O:12])=[O:11])[CH:3]=[C:2]([B:14]2[O:18][C:17]([CH3:20])([CH3:19])[C:16]([CH3:22])([CH3:21])[O:15]2)[CH:7]=1, predict the reactants needed to synthesize it. The reactants are: Br[C:2]1[CH:3]=[C:4]([NH:9][S:10]([CH3:13])(=[O:12])=[O:11])[CH:5]=[C:6]([CH3:8])[CH:7]=1.[B:14]1([B:14]2[O:18][C:17]([CH3:20])([CH3:19])[C:16]([CH3:22])([CH3:21])[O:15]2)[O:18][C:17]([CH3:20])([CH3:19])[C:16]([CH3:22])([CH3:21])[O:15]1.C([O-])(=O)C.[K+]. (3) Given the product [C:1]([O:4][C:5]1[CH:14]=[C:13]([NH:15][S:23]([C:19]2[S:18][C:17]([Cl:16])=[C:21]([Cl:22])[CH:20]=2)(=[O:25])=[O:24])[CH:12]=[CH:11][C:6]=1[C:7]([O:9][CH3:10])=[O:8])(=[O:3])[CH3:2], predict the reactants needed to synthesize it. The reactants are: [C:1]([O:4][C:5]1[CH:14]=[C:13]([NH2:15])[CH:12]=[CH:11][C:6]=1[C:7]([O:9][CH3:10])=[O:8])(=[O:3])[CH3:2].[Cl:16][C:17]1[S:18][C:19]([S:23](Cl)(=[O:25])=[O:24])=[CH:20][C:21]=1[Cl:22].N1C=CC=CC=1. (4) Given the product [Br:1][C:2]1[CH:3]=[CH:4][C:5]2[N:17]=[C:18]([NH:31][CH:28]3[C:27]4[C:22]([O:21][CH3:20])=[CH:23][CH:24]=[CH:25][C:26]=4[O:30][CH2:29]3)[O:8][CH2:7][C:6]=2[CH:16]=1, predict the reactants needed to synthesize it. The reactants are: [Br:1][C:2]1[CH:3]=[CH:4][C:5]([N:17]=[C:18]=S)=[C:6]([CH:16]=1)[CH2:7][O:8][Si](C(C)(C)C)(C)C.[CH3:20][O:21][C:22]1[C:27]2[CH:28]([NH2:31])[CH2:29][O:30][C:26]=2[CH:25]=[CH:24][CH:23]=1.